Dataset: Forward reaction prediction with 1.9M reactions from USPTO patents (1976-2016). Task: Predict the product of the given reaction. (1) Given the reactants [Li+].C[Si]([N-][Si](C)(C)C)(C)C.[NH2:11][C:12]1[CH:17]=[CH:16][CH:15]=[CH:14][CH:13]=1.[Cl:18][C:19]1[C:24](F)=[C:23]([N+:26]([O-:28])=[O:27])[CH:22]=[CH:21][C:20]=1[F:29], predict the reaction product. The product is: [Cl:18][C:19]1[C:20]([F:29])=[CH:21][CH:22]=[C:23]([N+:26]([O-:28])=[O:27])[C:24]=1[NH:11][C:12]1[CH:17]=[CH:16][CH:15]=[CH:14][CH:13]=1. (2) Given the reactants [OH:1][C@:2]([CH3:38])([CH2:36][I:37])[C:3](=[O:35])[C@@H:4]([NH:12][C:13](=[O:34])[C@@H:14]([NH:18][C:19](=[O:33])[C@@H:20]([NH:24][C:25]([C:27]1[S:31][C:30]([CH3:32])=[N:29][CH:28]=1)=[O:26])[CH2:21][O:22][CH3:23])[CH2:15][O:16][CH3:17])[CH2:5][C:6]1[CH:11]=[CH:10][CH:9]=[CH:8][CH:7]=1.[C:39]([S:42][CH2:43][CH2:44][CH2:45][C:46](O[C:46](=[O:47])[CH2:45][CH2:44][CH2:43][S:42][C:39](=[O:41])[CH3:40])=[O:47])(=[O:41])[CH3:40], predict the reaction product. The product is: [C:39]([S:42][CH2:43][CH2:44][CH2:45][C:46]([O:1][C@@:2]([CH3:38])([C:3](=[O:35])[C@@H:4]([NH:12][C:13](=[O:34])[C@@H:14]([NH:18][C:19](=[O:33])[C@@H:20]([NH:24][C:25]([C:27]1[S:31][C:30]([CH3:32])=[N:29][CH:28]=1)=[O:26])[CH2:21][O:22][CH3:23])[CH2:15][O:16][CH3:17])[CH2:5][C:6]1[CH:7]=[CH:8][CH:9]=[CH:10][CH:11]=1)[CH2:36][I:37])=[O:47])(=[O:41])[CH3:40]. (3) Given the reactants [NH2:1][C:2]1[NH:6][N:5]=[C:4]([NH:7][C:8]2[CH:13]=[CH:12][C:11]([CH:14]([CH3:16])[CH3:15])=[CH:10][CH:9]=2)[C:3]=1[C:17]([NH2:19])=[O:18].[OH:20][C:21]1[CH:28]=[CH:27][C:24]([CH:25]=O)=[CH:23][CH:22]=1.N1CCCCC1, predict the reaction product. The product is: [OH:20][C:21]1[CH:28]=[CH:27][C:24]([CH:25]=[N:1][C:2]2[NH:6][N:5]=[C:4]([NH:7][C:8]3[CH:9]=[CH:10][C:11]([CH:14]([CH3:16])[CH3:15])=[CH:12][CH:13]=3)[C:3]=2[C:17]([NH2:19])=[O:18])=[CH:23][CH:22]=1. (4) Given the reactants [F:1][C:2]1[CH:3]=[C:4]([N:9]2[C:14](=[O:15])[C:13]([O:16][CH2:17][CH:18]([CH3:20])[CH3:19])=[C:12]([C:21]3[CH:26]=[CH:25][C:24]([S:27]([NH2:30])(=[O:29])=[O:28])=[CH:23][CH:22]=3)[CH:11]=[N:10]2)[CH:5]=[CH:6][C:7]=1[F:8].[C:31](OC(=O)C)(=[O:33])[CH3:32].C(N(CC)CC)C, predict the reaction product. The product is: [F:1][C:2]1[CH:3]=[C:4]([N:9]2[C:14](=[O:15])[C:13]([O:16][CH2:17][CH:18]([CH3:20])[CH3:19])=[C:12]([C:21]3[CH:22]=[CH:23][C:24]([S:27]([NH:30][C:31](=[O:33])[CH3:32])(=[O:29])=[O:28])=[CH:25][CH:26]=3)[CH:11]=[N:10]2)[CH:5]=[CH:6][C:7]=1[F:8].